This data is from Forward reaction prediction with 1.9M reactions from USPTO patents (1976-2016). The task is: Predict the product of the given reaction. (1) Given the reactants [C:1]1([CH2:7][SH:8])[CH:6]=[CH:5][CH:4]=[CH:3][CH:2]=1.[OH-].[Na+].F[C:12]1[CH:17]=[CH:16][CH:15]=[CH:14][C:13]=1[S:18]([NH:21][CH:22]([CH3:24])[CH3:23])(=[O:20])=[O:19].O, predict the reaction product. The product is: [CH2:7]([S:8][C:12]1[CH:17]=[CH:16][CH:15]=[CH:14][C:13]=1[S:18]([NH:21][CH:22]([CH3:24])[CH3:23])(=[O:19])=[O:20])[C:1]1[CH:6]=[CH:5][CH:4]=[CH:3][CH:2]=1. (2) The product is: [F:1][C:2]1[CH:7]=[C:6]([N:8]2[CH2:12][C@H:11]([CH2:13][NH:14][C:15](=[O:17])[CH3:16])[O:10][C:9]2=[O:18])[CH:5]=[CH:4][C:3]=1[C:19]1[CH:24]=[CH:23][CH:22]=[C:21]([CH2:25][N:27]=[N+:28]=[N-:29])[CH:20]=1. Given the reactants [F:1][C:2]1[CH:7]=[C:6]([N:8]2[CH2:12][C@H:11]([CH2:13][NH:14][C:15](=[O:17])[CH3:16])[O:10][C:9]2=[O:18])[CH:5]=[CH:4][C:3]=1[C:19]1[CH:24]=[CH:23][CH:22]=[C:21]([CH2:25]Cl)[CH:20]=1.[N-:27]=[N+:28]=[N-:29].[Na+], predict the reaction product. (3) Given the reactants [CH2:1]([O:8][C:9]([N:11]1[CH2:15][CH:14]([OH:16])[CH2:13][CH:12]1[CH2:17][C:18]1[C:26]2[C:21](=[N:22][CH:23]=[CH:24][CH:25]=2)[N:20](C(=O)C)[CH:19]=1)=[O:10])[C:2]1[CH:7]=[CH:6][CH:5]=[CH:4][CH:3]=1.[OH-].[Na+], predict the reaction product. The product is: [CH2:1]([O:8][C:9]([N:11]1[CH2:15][CH:14]([OH:16])[CH2:13][CH:12]1[CH2:17][C:18]1[C:26]2[C:21](=[N:22][CH:23]=[CH:24][CH:25]=2)[NH:20][CH:19]=1)=[O:10])[C:2]1[CH:3]=[CH:4][CH:5]=[CH:6][CH:7]=1. (4) Given the reactants Cl.[NH2:2][C@H:3]1[CH2:7][CH2:6][CH2:5][C@@H:4]1[NH:8][C:9](=[O:21])[C:10]1[CH:15]=[CH:14][CH:13]=[CH:12][C:11]=1[N:16]1[N:20]=[CH:19][CH:18]=[N:17]1.[OH-].[Na+].Cl[C:25](=[S:33])OC1C=CC=CC=1.C1COCC1, predict the reaction product. The product is: [N:2]([C@H:3]1[CH2:7][CH2:6][CH2:5][C@@H:4]1[NH:8][C:9](=[O:21])[C:10]1[CH:15]=[CH:14][CH:13]=[CH:12][C:11]=1[N:16]1[N:17]=[CH:18][CH:19]=[N:20]1)=[C:25]=[S:33]. (5) Given the reactants [CH3:1][C:2]1[CH:7]=[CH:6][C:5]([CH3:8])=[CH:4][C:3]=1[CH2:9][C:10]([N:12]1[CH2:17][CH2:16][CH:15]([C:18]2[O:19][CH:20]=[C:21]([C:23](O)=[O:24])[N:22]=2)[CH2:14][CH2:13]1)=[O:11].Cl.CN(C)CCCN=C=NCC.CN1CCOCC1.CC1C=CC(C)=CC=1CC(N1CCC(C2SC=C([C:67]([N:69](C)[C@@H:70]([C:73]3[CH:78]=[CH:77][CH:76]=[CH:75][CH:74]=3)[CH2:71][CH3:72])=O)N=2)CC1)=O, predict the reaction product. The product is: [CH3:1][C:2]1[CH:7]=[CH:6][C:5]([CH3:8])=[CH:4][C:3]=1[CH2:9][C:10]([N:12]1[CH2:13][CH2:14][CH:15]([C:18]2[O:19][CH:20]=[C:21]([C:23]([N:69]([CH3:67])[C@@H:70]([C:73]3[CH:78]=[CH:77][CH:76]=[CH:75][CH:74]=3)[CH2:71][CH3:72])=[O:24])[N:22]=2)[CH2:16][CH2:17]1)=[O:11]. (6) Given the reactants [NH2:1][C:2]1[C:7]([C:8]2[S:12][C:11]3[CH:13]=[CH:14][C:15]([NH:17][C:18]([NH:20][C:21]4[CH:26]=[CH:25][C:24]([Cl:27])=[C:23]([C:28]([F:31])([F:30])[F:29])[CH:22]=4)=[O:19])=[CH:16][C:10]=3[CH:9]=2)=[CH:6][C:5]([C:32]2[N:36]([CH2:37][CH2:38][CH2:39][O:40][Si](C(C)(C)C)(C)C)[N:35]=[N:34][N:33]=2)=[CH:4][N:3]=1.[F-].C([N+](CCCC)(CCCC)CCCC)CCC, predict the reaction product. The product is: [NH2:1][C:2]1[C:7]([C:8]2[S:12][C:11]3[CH:13]=[CH:14][C:15]([NH:17][C:18]([NH:20][C:21]4[CH:26]=[CH:25][C:24]([Cl:27])=[C:23]([C:28]([F:31])([F:30])[F:29])[CH:22]=4)=[O:19])=[CH:16][C:10]=3[CH:9]=2)=[CH:6][C:5]([C:32]2[N:36]([CH2:37][CH2:38][CH2:39][OH:40])[N:35]=[N:34][N:33]=2)=[CH:4][N:3]=1. (7) Given the reactants [Br-].[Br-].[C:3]1(P(C2C=CC=CC=2)C2C=CC=CC=2)[CH:8]=CC=C[CH:4]=1.[I:22][C:23]1[CH:28]=[CH:27][C:26]([SiH2:29]OCC(CC=C)CC=C)=[CH:25][CH:24]=1.[CH2:39]([Mg]Br)[CH:40]=[CH2:41].Cl.[CH3:45][CH2:46][CH2:47]CCC.C(OCC)(=O)C, predict the reaction product. The product is: [I:22][C:23]1[CH:24]=[CH:25][C:26]([Si:29]([CH2:47][CH:46]=[CH2:45])([CH2:39][CH:40]=[CH2:41])[CH2:8][CH:3]=[CH2:4])=[CH:27][CH:28]=1. (8) Given the reactants [Si]([O:8][C:9]1[CH:10]=[CH:11][C:12]([CH2:15][C:16]([O:18][CH3:19])=[O:17])=[N:13][CH:14]=1)(C(C)(C)C)(C)C.CCCC[N+](CCCC)(CCCC)CCCC.[F-], predict the reaction product. The product is: [OH:8][C:9]1[CH:10]=[CH:11][C:12]([CH2:15][C:16]([O:18][CH3:19])=[O:17])=[N:13][CH:14]=1. (9) Given the reactants [CH2:1]([O:3][C:4](=[O:18])[C:5]1[CH:10]=[CH:9][C:8]([CH:11]=O)=[C:7]([O:13][C:14]([F:17])([F:16])[F:15])[CH:6]=1)[CH3:2].[C:19]([O:23][C:24](=[O:33])[N:25]([CH3:32])[C@H:26]1[CH2:31][CH2:30][CH2:29][NH:28][CH2:27]1)([CH3:22])([CH3:21])[CH3:20], predict the reaction product. The product is: [CH2:1]([O:3][C:4](=[O:18])[C:5]1[CH:10]=[CH:9][C:8]([CH2:11][N:28]2[CH2:29][CH2:30][CH2:31][C@H:26]([N:25]([C:24]([O:23][C:19]([CH3:22])([CH3:21])[CH3:20])=[O:33])[CH3:32])[CH2:27]2)=[C:7]([O:13][C:14]([F:17])([F:16])[F:15])[CH:6]=1)[CH3:2]. (10) Given the reactants [C:1](=O)([O-])[O-].[K+].[K+].CC(C)C(=O)C(P(=O)([O-])[O-])=[N+]=[N-].[F:19][C:20]1[C:27]([O:28][CH3:29])=[CH:26][CH:25]=[CH:24][C:21]=1[CH:22]=O, predict the reaction product. The product is: [C:22]([C:21]1[CH:24]=[CH:25][CH:26]=[C:27]([O:28][CH3:29])[C:20]=1[F:19])#[CH:1].